From a dataset of Catalyst prediction with 721,799 reactions and 888 catalyst types from USPTO. Predict which catalyst facilitates the given reaction. (1) Reactant: [OH-].[Na+].[O:3]1[CH2:7][CH2:6][C@@H:5]([NH:8][C:9]2[N:14]=[C:13]([C:15]([F:18])([F:17])[F:16])[C:12]([C:19]([O:21]C)=[O:20])=[CH:11][N:10]=2)[CH2:4]1. Product: [O:3]1[CH2:7][CH2:6][C@@H:5]([NH:8][C:9]2[N:14]=[C:13]([C:15]([F:17])([F:16])[F:18])[C:12]([C:19]([OH:21])=[O:20])=[CH:11][N:10]=2)[CH2:4]1. The catalyst class is: 5. (2) Reactant: [CH2:1]([O:3][C:4]([N:6]1[CH2:11][CH2:10][N:9]([C:12](=[O:37])[C@@H:13]([NH:22][C:23]([C:25]2[CH:29]=[C:28]([OH:30])[N:27]([C:31]3[CH:36]=[CH:35][CH:34]=[CH:33][CH:32]=3)[N:26]=2)=[O:24])[CH2:14][C:15]([O:17][C:18]([CH3:21])([CH3:20])[CH3:19])=[O:16])[CH2:8][CH2:7]1)=[O:5])[CH3:2].Br[CH2:39][C:40]([O:42][CH2:43][C:44]1[CH:49]=[CH:48][CH:47]=[CH:46][CH:45]=1)=[O:41].C(=O)([O-])[O-].[Cs+].[Cs+]. Product: [CH2:1]([O:3][C:4]([N:6]1[CH2:11][CH2:10][N:9]([C:12](=[O:37])[C@@H:13]([NH:22][C:23]([C:25]2[CH:29]=[C:28]([O:30][CH2:39][C:40]([O:42][CH2:43][C:44]3[CH:49]=[CH:48][CH:47]=[CH:46][CH:45]=3)=[O:41])[N:27]([C:31]3[CH:36]=[CH:35][CH:34]=[CH:33][CH:32]=3)[N:26]=2)=[O:24])[CH2:14][C:15]([O:17][C:18]([CH3:21])([CH3:20])[CH3:19])=[O:16])[CH2:8][CH2:7]1)=[O:5])[CH3:2]. The catalyst class is: 39.